This data is from NCI-60 drug combinations with 297,098 pairs across 59 cell lines. The task is: Regression. Given two drug SMILES strings and cell line genomic features, predict the synergy score measuring deviation from expected non-interaction effect. (1) Drug 1: CN(C)C1=NC(=NC(=N1)N(C)C)N(C)C. Drug 2: CCC1(CC2CC(C3=C(CCN(C2)C1)C4=CC=CC=C4N3)(C5=C(C=C6C(=C5)C78CCN9C7C(C=CC9)(C(C(C8N6C=O)(C(=O)OC)O)OC(=O)C)CC)OC)C(=O)OC)O.OS(=O)(=O)O. Cell line: SK-MEL-5. Synergy scores: CSS=50.3, Synergy_ZIP=9.45, Synergy_Bliss=10.1, Synergy_Loewe=-31.8, Synergy_HSA=6.42. (2) Drug 1: CC12CCC(CC1=CCC3C2CCC4(C3CC=C4C5=CN=CC=C5)C)O. Drug 2: C1=NC2=C(N1)C(=S)N=C(N2)N. Cell line: UACC62. Synergy scores: CSS=30.9, Synergy_ZIP=-2.73, Synergy_Bliss=-3.09, Synergy_Loewe=-12.9, Synergy_HSA=-2.06. (3) Drug 1: C1CN(P(=O)(OC1)NCCCl)CCCl. Drug 2: CCC1(C2=C(COC1=O)C(=O)N3CC4=CC5=C(C=CC(=C5CN(C)C)O)N=C4C3=C2)O.Cl. Cell line: MOLT-4. Synergy scores: CSS=62.7, Synergy_ZIP=1.74, Synergy_Bliss=3.17, Synergy_Loewe=-4.05, Synergy_HSA=3.64. (4) Drug 1: CC(CN1CC(=O)NC(=O)C1)N2CC(=O)NC(=O)C2. Drug 2: CN(C)C1=NC(=NC(=N1)N(C)C)N(C)C. Cell line: T-47D. Synergy scores: CSS=4.50, Synergy_ZIP=-0.157, Synergy_Bliss=1.24, Synergy_Loewe=-4.86, Synergy_HSA=-2.78. (5) Cell line: HOP-92. Drug 1: C(=O)(N)NO. Synergy scores: CSS=64.6, Synergy_ZIP=0.510, Synergy_Bliss=-1.05, Synergy_Loewe=-56.0, Synergy_HSA=-1.30. Drug 2: B(C(CC(C)C)NC(=O)C(CC1=CC=CC=C1)NC(=O)C2=NC=CN=C2)(O)O. (6) Drug 1: C1CC(=O)NC(=O)C1N2CC3=C(C2=O)C=CC=C3N. Drug 2: CC1=C(C=C(C=C1)NC(=O)C2=CC=C(C=C2)CN3CCN(CC3)C)NC4=NC=CC(=N4)C5=CN=CC=C5. Cell line: A498. Synergy scores: CSS=-2.37, Synergy_ZIP=-0.529, Synergy_Bliss=-1.19, Synergy_Loewe=-4.10, Synergy_HSA=-4.04. (7) Drug 1: CC1=C(N=C(N=C1N)C(CC(=O)N)NCC(C(=O)N)N)C(=O)NC(C(C2=CN=CN2)OC3C(C(C(C(O3)CO)O)O)OC4C(C(C(C(O4)CO)O)OC(=O)N)O)C(=O)NC(C)C(C(C)C(=O)NC(C(C)O)C(=O)NCCC5=NC(=CS5)C6=NC(=CS6)C(=O)NCCC[S+](C)C)O. Drug 2: N.N.Cl[Pt+2]Cl. Cell line: OVCAR-4. Synergy scores: CSS=21.9, Synergy_ZIP=-4.28, Synergy_Bliss=-3.16, Synergy_Loewe=-1.76, Synergy_HSA=-1.01.